This data is from Forward reaction prediction with 1.9M reactions from USPTO patents (1976-2016). The task is: Predict the product of the given reaction. (1) Given the reactants [Cl:1][C:2]1[C:10]([F:11])=[C:9]2[C:5]([C:6]([S:22][C:23]3[N:28]=[C:27]([C:29]([O:31]C)=[O:30])[CH:26]=[CH:25][CH:24]=3)=[C:7]([CH:19]3[CH2:21][CH2:20]3)[N:8]2[C:12]2[CH:13]=[N:14][N:15]([CH2:17][CH3:18])[CH:16]=2)=[CH:4][CH:3]=1.[OH-].[Na+], predict the reaction product. The product is: [Cl:1][C:2]1[C:10]([F:11])=[C:9]2[C:5]([C:6]([S:22][C:23]3[N:28]=[C:27]([C:29]([OH:31])=[O:30])[CH:26]=[CH:25][CH:24]=3)=[C:7]([CH:19]3[CH2:20][CH2:21]3)[N:8]2[C:12]2[CH:13]=[N:14][N:15]([CH2:17][CH3:18])[CH:16]=2)=[CH:4][CH:3]=1. (2) Given the reactants [C:1]1([C:7]([C:12]2[CH:17]=[CH:16][CH:15]=[CH:14][CH:13]=2)([CH3:11])[C:8]([OH:10])=O)[CH:6]=[CH:5][CH:4]=[CH:3][CH:2]=1.[NH2:18][CH2:19][CH2:20][CH2:21][N:22]1[CH2:27][CH2:26][CH:25]([C:28]2[CH:29]=[C:30]([NH:34][C:35](=[O:39])[CH:36]([CH3:38])[CH3:37])[CH:31]=[CH:32][CH:33]=2)[CH2:24][CH2:23]1, predict the reaction product. The product is: [C:35]([NH:34][C:30]1[CH:29]=[C:28]([CH:25]2[CH2:26][CH2:27][N:22]([CH2:21][CH2:20][CH2:19][NH:18][C:8](=[O:10])[C:7]([C:1]3[CH:2]=[CH:3][CH:4]=[CH:5][CH:6]=3)([C:12]3[CH:17]=[CH:16][CH:15]=[CH:14][CH:13]=3)[CH3:11])[CH2:23][CH2:24]2)[CH:33]=[CH:32][CH:31]=1)(=[O:39])[CH:36]([CH3:38])[CH3:37]. (3) Given the reactants C(OC([N:8]1[CH2:11][CH:10]([N:12]2[CH2:16][CH2:15][C:14]([F:18])([F:17])[CH2:13]2)[CH2:9]1)=O)(C)(C)C.C(O)(C(F)(F)F)=O, predict the reaction product. The product is: [NH:8]1[CH2:11][CH:10]([N:12]2[CH2:16][CH2:15][C:14]([F:17])([F:18])[CH2:13]2)[CH2:9]1. (4) Given the reactants C([O:8][C:9]1[C:10]([C:22](O)=O)=[N:11][CH:12]=[N:13][C:14]=1[C:15]1[CH:20]=[CH:19][C:18]([CH3:21])=[CH:17][CH:16]=1)C1C=CC=CC=1.[NH2:25][C:26]1[CH:27]=[C:28]([CH:31]=[CH:32][C:33]=1[NH2:34])[C:29]#[N:30].CN(C(ON1N=NC2C=CC=NC1=2)=[N+](C)C)C.F[P-](F)(F)(F)(F)F.C(N(C(C)C)CC)(C)C, predict the reaction product. The product is: [OH:8][C:9]1[C:10]([C:22]2[NH:34][C:33]3[CH:32]=[CH:31][C:28]([C:29]#[N:30])=[CH:27][C:26]=3[N:25]=2)=[N:11][CH:12]=[N:13][C:14]=1[C:15]1[CH:16]=[CH:17][C:18]([CH3:21])=[CH:19][CH:20]=1. (5) Given the reactants CS(O)(=O)=O.[NH2:6][C:7]1[C:8](=[O:19])[N:9]2[CH2:15][CH2:14][N:13]([CH3:16])[CH2:12][CH2:11][N:10]2[C:17]=1[NH2:18].[NH2:20][C:21]1[C:22]([Cl:29])=[C:23]([OH:28])[C:24]([CH3:27])=[CH:25][CH:26]=1.N.OO, predict the reaction product. The product is: [NH2:18][C:17]1[N:10]2[CH2:11][CH2:12][N:13]([CH3:16])[CH2:14][CH2:15][N:9]2[C:8](=[O:19])[C:7]=1[N:6]=[C:26]1[CH:25]=[C:24]([CH3:27])[C:23](=[O:28])[C:22]([Cl:29])=[C:21]1[NH2:20]. (6) Given the reactants Br[C:2]1[CH:3]=[N:4][S:5][CH:6]=1.[B:7]1([B:7]2[O:12][CH2:11][C:10]([CH3:14])([CH3:13])[CH2:9][O:8]2)[O:12][CH2:11][C:10]([CH3:14])([CH3:13])[CH2:9][O:8]1, predict the reaction product. The product is: [CH3:13][C:10]1([CH3:14])[CH2:11][O:12][B:7]([C:2]2[CH:3]=[N:4][S:5][CH:6]=2)[O:8][CH2:9]1.